From a dataset of Aqueous solubility values for 9,982 compounds from the AqSolDB database. Regression/Classification. Given a drug SMILES string, predict its absorption, distribution, metabolism, or excretion properties. Task type varies by dataset: regression for continuous measurements (e.g., permeability, clearance, half-life) or binary classification for categorical outcomes (e.g., BBB penetration, CYP inhibition). For this dataset (solubility_aqsoldb), we predict Y. (1) The compound is CC/C=C\CCOC(=O)C(C)C. The Y is -3.17 log mol/L. (2) The compound is Cc1c(Cl)cc(-c2ccc(=O)[nH]n2)cc1Cl. The Y is -5.54 log mol/L. (3) The molecule is O=C(CC(C(=O)OC1CCCCC1)S(=O)(=O)[O-])OC1CCCCC1.[Na+]. The Y is -0.715 log mol/L. (4) The drug is CC(=NNC(=O)c1ccncc1)C(=O)O. The Y is -3.31 log mol/L.